Task: Predict the product of the given reaction.. Dataset: Forward reaction prediction with 1.9M reactions from USPTO patents (1976-2016) (1) Given the reactants [OH-].[Na+].[Cl:3][C:4]1[CH:5]=[C:6]([C:10](=[O:16])[C:11]([O:13]CC)=[O:12])[CH:7]=[CH:8][CH:9]=1, predict the reaction product. The product is: [Cl:3][C:4]1[CH:5]=[C:6]([C:10](=[O:16])[C:11]([OH:13])=[O:12])[CH:7]=[CH:8][CH:9]=1. (2) Given the reactants [C:1](CC(O)=O)#[N:2].C(O[C:11](=[O:13])[CH3:12])(=O)C.[CH2:14]([NH:18][C:19]([NH:21][CH3:22])=[S:20])[CH:15]([CH3:17])[CH3:16].[OH-].[Na+], predict the reaction product. The product is: [NH2:2][C:1]1[N:18]([CH2:14][CH:15]([CH3:17])[CH3:16])[C:19](=[S:20])[N:21]([CH3:22])[C:11](=[O:13])[CH:12]=1. (3) Given the reactants [CH2:1]([N:3]([CH2:16][CH3:17])[S:4]([C:7]1[CH:8]=[C:9]([C:13]([OH:15])=O)[S:10][C:11]=1[CH3:12])(=[O:6])=[O:5])[CH3:2].Cl.CN(C)CCCN=C=NCC.[NH2:30][C:31]1[S:32][CH:33]=[CH:34][N:35]=1.CN1CCOCC1, predict the reaction product. The product is: [S:32]1[CH:33]=[CH:34][N:35]=[C:31]1[NH:30][C:13]([C:9]1[S:10][C:11]([CH3:12])=[C:7]([S:4](=[O:5])(=[O:6])[N:3]([CH2:1][CH3:2])[CH2:16][CH3:17])[CH:8]=1)=[O:15]. (4) Given the reactants C(OC(=O)[NH:7][C:8]1[CH:13]=[C:12]([N:14]([CH:16]2[CH2:18][CH2:17]2)[CH3:15])[C:11]([Cl:19])=[CH:10][C:9]=1[NH2:20])(C)(C)C.C(O[C:27](=[O:43])[CH2:28][C:29]([C:31]1[CH:36]=[CH:35][CH:34]=[C:33]([C:37]2[O:41][N:40]=[C:39]([CH3:42])[CH:38]=2)[CH:32]=1)=O)(C)(C)C.C(O)(C(F)(F)F)=O, predict the reaction product. The product is: [Cl:19][C:11]1[C:12]([N:14]([CH:16]2[CH2:17][CH2:18]2)[CH3:15])=[CH:13][C:8]2[N:7]=[C:29]([C:31]3[CH:36]=[CH:35][CH:34]=[C:33]([C:37]4[O:41][N:40]=[C:39]([CH3:42])[CH:38]=4)[CH:32]=3)[CH2:28][C:27](=[O:43])[NH:20][C:9]=2[CH:10]=1. (5) Given the reactants [CH3:1][O:2][C:3]1[CH:4]=[CH:5][C:6]2[N:10]=[C:9]([S@:11]([CH2:13][C:14]3[C:19]([CH3:20])=[C:18]([O:21][CH3:22])[C:17]([CH3:23])=[CH:16][N:15]=3)=[O:12])[NH:8][C:7]=2[CH:24]=1, predict the reaction product. The product is: [CH3:1][O:2][C:3]1[CH:4]=[CH:5][C:6]2[N:10]=[C:9]([S:11]([CH2:13][C:14]3[C:19]([CH3:20])=[C:18]([O:21][CH3:22])[C:17]([CH3:23])=[CH:16][N:15]=3)=[O:12])[NH:8][C:7]=2[CH:24]=1. (6) Given the reactants [CH:1]1([N:7]2[CH2:12][CH2:11][N:10]([C:13]3[C:26]4=[N:27][O:28][C:24]5=[C:25]4[C:16]([C:17](=[O:29])[C:18]4[C:23]5=[CH:22][CH:21]=[CH:20][CH:19]=4)=[C:15]([NH:30][C:31]4[CH:39]=[CH:38][C:34]([C:35]([OH:37])=[O:36])=[CH:33][CH:32]=4)[CH:14]=3)[CH2:9][CH2:8]2)[CH2:6][CH2:5][CH2:4][CH2:3][CH2:2]1.[OH-].[Na+:41].CO, predict the reaction product. The product is: [CH:1]1([N:7]2[CH2:8][CH2:9][N:10]([C:13]3[C:26]4=[N:27][O:28][C:24]5=[C:25]4[C:16]([C:17](=[O:29])[C:18]4[C:23]5=[CH:22][CH:21]=[CH:20][CH:19]=4)=[C:15]([NH:30][C:31]4[CH:32]=[CH:33][C:34]([C:35]([O-:37])=[O:36])=[CH:38][CH:39]=4)[CH:14]=3)[CH2:11][CH2:12]2)[CH2:2][CH2:3][CH2:4][CH2:5][CH2:6]1.[Na+:41].